Regression. Given a peptide amino acid sequence and an MHC pseudo amino acid sequence, predict their binding affinity value. This is MHC class II binding data. From a dataset of Peptide-MHC class II binding affinity with 134,281 pairs from IEDB. (1) The peptide sequence is SGVAWLVVDPTTLFW. The MHC is DRB1_1101 with pseudo-sequence DRB1_1101. The binding affinity (normalized) is 0.427. (2) The peptide sequence is INEPTAAAIAYGLHR. The MHC is HLA-DQA10401-DQB10402 with pseudo-sequence HLA-DQA10401-DQB10402. The binding affinity (normalized) is 0.357. (3) The peptide sequence is AQAVYDFRSIVDYLR. The MHC is HLA-DQA10102-DQB10602 with pseudo-sequence HLA-DQA10102-DQB10602. The binding affinity (normalized) is 0.0535. (4) The peptide sequence is DENPVVHFFKNIVTPRTPP. The binding affinity (normalized) is 0.778. The MHC is DRB5_0101 with pseudo-sequence DRB5_0101.